This data is from Forward reaction prediction with 1.9M reactions from USPTO patents (1976-2016). The task is: Predict the product of the given reaction. (1) Given the reactants [Br:1][C:2]1[CH:3]=[C:4]2[C:9](=[CH:10][CH:11]=1)[N:8]=[CH:7][C:6]([N+:12]([O-:14])=[O:13])=[C:5]2Cl.[F:16][C:17]([F:26])([F:25])[C:18]1[CH:19]=[C:20]([CH:22]=[CH:23][CH:24]=1)[NH2:21], predict the reaction product. The product is: [Br:1][C:2]1[CH:3]=[C:4]2[C:9](=[CH:10][CH:11]=1)[N:8]=[CH:7][C:6]([N+:12]([O-:14])=[O:13])=[C:5]2[NH:21][C:20]1[CH:22]=[CH:23][CH:24]=[C:18]([C:17]([F:16])([F:25])[F:26])[CH:19]=1. (2) The product is: [CH2:47]([O:7][C:8]1[CH:9]=[C:10](/[C:14](/[CH2:44][CH3:45])=[C:15](\[C:31]2[CH:32]=[CH:33][C:34](/[CH:37]=[CH:38]/[C:39]([O:41][CH2:42][CH3:43])=[O:40])=[CH:35][CH:36]=2)/[C:16]2[CH:17]=[C:18]3[C:22](=[CH:23][CH:24]=2)[N:21]([CH:25]2[CH2:30][CH2:29][CH2:28][CH2:27][O:26]2)[N:20]=[CH:19]3)[CH:11]=[CH:12][CH:13]=1)[CH2:48][CH2:49][CH3:50]. Given the reactants C(=O)([O-])[O-].[K+].[K+].[OH:7][C:8]1[CH:9]=[C:10](/[C:14](/[CH2:44][CH3:45])=[C:15](\[C:31]2[CH:36]=[CH:35][C:34](/[CH:37]=[CH:38]/[C:39]([O:41][CH2:42][CH3:43])=[O:40])=[CH:33][CH:32]=2)/[C:16]2[CH:17]=[C:18]3[C:22](=[CH:23][CH:24]=2)[N:21]([CH:25]2[CH2:30][CH2:29][CH2:28][CH2:27][O:26]2)[N:20]=[CH:19]3)[CH:11]=[CH:12][CH:13]=1.I[CH2:47][CH2:48][CH2:49][CH3:50], predict the reaction product. (3) Given the reactants [Cl:1][C:2]1[CH:3]=[C:4]([N:9]2[C:13](=[O:14])[C@@:12]([CH3:27])([CH2:15][C:16]3[CH:21]=[CH:20][C:19]([O:22][C:23]([F:26])([F:25])[F:24])=[CH:18][CH:17]=3)[N:11]3[CH:28]=[CH:29][N:30]=[C:10]23)[CH:5]=[C:6]([Cl:8])[CH:7]=1.[I:31]N1C(=O)CCC1=O.C1(C)C=CC(S([O-])(=O)=O)=CC=1.[NH+]1C=CC=CC=1, predict the reaction product. The product is: [Cl:8][C:6]1[CH:5]=[C:4]([N:9]2[C:13](=[O:14])[C@@:12]([CH3:27])([CH2:15][C:16]3[CH:17]=[CH:18][C:19]([O:22][C:23]([F:26])([F:24])[F:25])=[CH:20][CH:21]=3)[N:11]3[C:28]([I:31])=[CH:29][N:30]=[C:10]23)[CH:3]=[C:2]([Cl:1])[CH:7]=1. (4) Given the reactants [CH:1]1([C:4]2[CH:5]=[C:6]([CH:21]=[C:22]([O:24][C:25]3[CH:30]=[CH:29][C:28]([C:31]([F:34])([F:33])[F:32])=[CH:27][N:26]=3)[CH:23]=2)[CH:7]=[C:8]2[CH2:13][CH2:12][N:11](C(OC(C)(C)C)=O)[CH2:10][CH2:9]2)[CH2:3][CH2:2]1.FC(F)(F)C(O)=O, predict the reaction product. The product is: [CH:1]1([C:4]2[CH:23]=[C:22]([CH:21]=[C:6]([CH:7]=[C:8]3[CH2:9][CH2:10][NH:11][CH2:12][CH2:13]3)[CH:5]=2)[O:24][C:25]2[CH:30]=[CH:29][C:28]([C:31]([F:34])([F:32])[F:33])=[CH:27][N:26]=2)[CH2:2][CH2:3]1.